This data is from Full USPTO retrosynthesis dataset with 1.9M reactions from patents (1976-2016). The task is: Predict the reactants needed to synthesize the given product. (1) Given the product [CH3:24][N:20]1[CH2:21][CH2:22][CH2:23][C@@H:19]1[CH2:18][O:17][C:9]1[CH:8]=[C:7]([NH:6][C:4]([C:3]2[C:2]([NH:36][C:37]3[CH:45]=[CH:44][CH:43]=[C:42]4[C:38]=3[CH2:39][NH:40][C:41]4=[O:46])=[N:28][CH:27]=[CH:26][CH:25]=2)=[O:5])[CH:12]=[CH:11][C:10]=1[C:13]([F:16])([F:15])[F:14], predict the reactants needed to synthesize it. The reactants are: F[C:2]1[N:28]=[CH:27][CH:26]=[CH:25][C:3]=1[C:4]([NH:6][C:7]1[CH:12]=[CH:11][C:10]([C:13]([F:16])([F:15])[F:14])=[C:9]([O:17][CH2:18][CH:19]2[CH2:23][CH2:22][CH2:21][N:20]2[CH3:24])[CH:8]=1)=[O:5].C(O)(C(F)(F)F)=O.[NH2:36][C:37]1[CH:45]=[CH:44][CH:43]=[C:42]2[C:38]=1[CH2:39][NH:40][C:41]2=[O:46].Cl.[OH-].[Na+]. (2) Given the product [F:12][C:8]1[C:7]([OH:13])=[CH:6][CH:5]=[C:4]2[C:9]=1[CH:10]=[CH:11][C:2]([C:17]1[CH:25]=[CH:24][C:20]([C:21]([OH:23])=[O:22])=[CH:19][CH:18]=1)=[CH:3]2, predict the reactants needed to synthesize it. The reactants are: Br[C:2]1[CH:3]=[C:4]2[C:9](=[CH:10][CH:11]=1)[C:8]([F:12])=[C:7]([OH:13])[CH:6]=[CH:5]2.B([C:17]1[CH:25]=[CH:24][C:20]([C:21]([OH:23])=[O:22])=[CH:19][CH:18]=1)(O)O. (3) Given the product [CH:1]([O:4][CH2:5][CH2:6][N:7]1[CH:11]=[CH:10][C:9]([NH2:12])=[N:8]1)([CH3:3])[CH3:2], predict the reactants needed to synthesize it. The reactants are: [CH:1]([O:4][CH2:5][CH2:6][N:7]1[CH:11]=[CH:10][C:9]([N+:12]([O-])=O)=[N:8]1)([CH3:3])[CH3:2].[H][H]. (4) Given the product [CH:29]([N:32]([C:33]1[CH:38]=[CH:37][CH:36]=[CH:35][CH:34]=1)[C:2]([C:6]1[C:7]2[C:8](=[N:20][O:21][C:22]=2[C:23]2[CH:28]=[CH:27][CH:26]=[CH:25][CH:24]=2)[C:9](=[O:19])[N:10]([C:12]2[CH:13]=[CH:14][C:15]([CH3:18])=[CH:16][CH:17]=2)[N:11]=1)=[O:1])([CH3:31])[CH3:30], predict the reactants needed to synthesize it. The reactants are: [O:1]=[C:2]([C:6]1[C:7]2[C:8](=[N:20][O:21][C:22]=2[C:23]2[CH:28]=[CH:27][CH:26]=[CH:25][CH:24]=2)[C:9](=[O:19])[N:10]([C:12]2[CH:17]=[CH:16][C:15]([CH3:18])=[CH:14][CH:13]=2)[N:11]=1)C(O)=O.[CH:29]([NH:32][C:33]1[CH:38]=[CH:37][CH:36]=[CH:35][CH:34]=1)([CH3:31])[CH3:30].N1C=CC=CC=1.O=P(Cl)(Cl)Cl. (5) Given the product [OH:26][NH:25][C:21]([C:19]1[CH:18]=[CH:17][C:8]2[CH2:9][N:10]([C:11]3[CH:16]=[CH:15][N:14]=[CH:13][CH:12]=3)[C@@H:4]([CH:1]([CH3:2])[CH3:3])[CH2:5][O:6][C:7]=2[CH:20]=1)=[O:22], predict the reactants needed to synthesize it. The reactants are: [CH:1]([C@@H:4]1[N:10]([C:11]2[CH:16]=[CH:15][N:14]=[CH:13][CH:12]=2)[CH2:9][C:8]2[CH:17]=[CH:18][C:19]([C:21](OC)=[O:22])=[CH:20][C:7]=2[O:6][CH2:5]1)([CH3:3])[CH3:2].[NH2:25][OH:26].[OH-].[Na+].